From a dataset of Forward reaction prediction with 1.9M reactions from USPTO patents (1976-2016). Predict the product of the given reaction. (1) Given the reactants Br[CH2:2][C:3]#[N:4].[NH2:5][C:6]([NH:8][C:9]1[C:10]([C:30]([NH2:32])=[O:31])=[N:11][N:12]([C:14]2[CH:19]=[CH:18][C:17]([C:20]3[CH:25]=[CH:24][CH:23]=[C:22]([OH:26])[CH:21]=3)=[C:16]([O:27][CH2:28][CH3:29])[CH:15]=2)[CH:13]=1)=[O:7].C([O-])([O-])=O.[Cs+].[Cs+], predict the reaction product. The product is: [NH2:5][C:6]([NH:8][C:9]1[C:10]([C:30]([NH2:32])=[O:31])=[N:11][N:12]([C:14]2[CH:19]=[CH:18][C:17]([C:20]3[CH:25]=[CH:24][CH:23]=[C:22]([O:26][CH2:2][C:3]#[N:4])[CH:21]=3)=[C:16]([O:27][CH2:28][CH3:29])[CH:15]=2)[CH:13]=1)=[O:7]. (2) Given the reactants [Cl:1][C:2]1[CH:3]=[C:4]2[C:9](=[CH:10][CH:11]=1)[CH2:8][N:7]([S:12]([CH2:15][CH2:16][C:17]([O:19]C)=[O:18])(=[O:14])=[O:13])[CH2:6][CH2:5]2.[OH-].[Na+].Cl, predict the reaction product. The product is: [Cl:1][C:2]1[CH:3]=[C:4]2[C:9](=[CH:10][CH:11]=1)[CH2:8][N:7]([S:12]([CH2:15][CH2:16][C:17]([OH:19])=[O:18])(=[O:14])=[O:13])[CH2:6][CH2:5]2. (3) Given the reactants [Cl:1][C:2]1[CH:3]=[C:4]([C:12]2([C:27]([F:30])([F:29])[F:28])[O:16][CH2:15][N:14]=[C:13]2[C:17]2[CH:25]=[CH:24][C:20]([C:21](O)=[O:22])=[C:19]([CH3:26])[CH:18]=2)[CH:5]=[C:6]([C:8]([F:11])([F:10])[F:9])[CH:7]=1.CCN=C=NCCCN(C)C.C1C=CC2N(O)N=NC=2C=1.[NH2:52][N:53]1[CH2:58][CH2:57][CH2:56][N:55]([CH2:59][C:60]([F:63])([F:62])[F:61])[C:54]1=[O:64], predict the reaction product. The product is: [Cl:1][C:2]1[CH:3]=[C:4]([C:12]2([C:27]([F:28])([F:29])[F:30])[O:16][CH2:15][N:14]=[C:13]2[C:17]2[CH:25]=[CH:24][C:20]([C:21]([NH:52][N:53]3[CH2:58][CH2:57][CH2:56][N:55]([CH2:59][C:60]([F:61])([F:63])[F:62])[C:54]3=[O:64])=[O:22])=[C:19]([CH3:26])[CH:18]=2)[CH:5]=[C:6]([C:8]([F:9])([F:10])[F:11])[CH:7]=1. (4) Given the reactants Br[C:2]1[CH:3]=[C:4]([CH:8]2[O:12][CH2:11][CH2:10][O:9]2)[CH:5]=[CH:6][CH:7]=1.[NH:13]1[CH2:18][CH2:17][CH:16]([C:19]([O:21][CH2:22][CH3:23])=[O:20])[CH2:15][CH2:14]1.CC(C)([O-])C.[Na+].C1C=CC(P(C2C(C3C(P(C4C=CC=CC=4)C4C=CC=CC=4)=CC=C4C=3C=CC=C4)=C3C(C=CC=C3)=CC=2)C2C=CC=CC=2)=CC=1.C(O)(=O)CC(CC(O)=O)(C(O)=O)O, predict the reaction product. The product is: [CH2:22]([O:21][C:19]([CH:16]1[CH2:17][CH2:18][N:13]([C:2]2[CH:3]=[C:4]([CH:8]3[O:12][CH2:11][CH2:10][O:9]3)[CH:5]=[CH:6][CH:7]=2)[CH2:14][CH2:15]1)=[O:20])[CH3:23]. (5) Given the reactants [C:1]([NH:5][C:6]1[N:15]([CH2:16][CH2:17][CH2:18][S:19]([CH3:22])(=[O:21])=[O:20])[C:14](=[O:23])[C:13]2[C:8](=[C:9](I)[CH:10]=[CH:11][CH:12]=2)[N:7]=1)([CH3:4])([CH3:3])[CH3:2].[CH3:25][C@@H:26]1[C:30]2[NH:31][C:32](B3OC(C)(C)C(C)(C)O3)=[CH:33][C:29]=2[C:28](=[O:43])[NH:27]1.P([O-])([O-])([O-])=O.[K+].[K+].[K+], predict the reaction product. The product is: [C:1]([NH:5][C:6]1[N:15]([CH2:16][CH2:17][CH2:18][S:19]([CH3:22])(=[O:21])=[O:20])[C:14](=[O:23])[C:13]2[C:8](=[C:9]([C:32]3[NH:31][C:30]4[C@@H:26]([CH3:25])[NH:27][C:28](=[O:43])[C:29]=4[CH:33]=3)[CH:10]=[CH:11][CH:12]=2)[N:7]=1)([CH3:4])([CH3:3])[CH3:2]. (6) Given the reactants FC(F)(F)C(O)=O.[Br:8][C:9]1[C:14]([CH2:15][CH2:16][CH:17]2[CH2:21][CH2:20][CH2:19][N:18]2C(OC(C)(C)C)=O)=[C:13]([C:29]([O:31][CH3:32])=[O:30])[C:12]([NH:33][C:34](=[O:39])[C:35]([CH3:38])([CH3:37])[CH3:36])=[CH:11][CH:10]=1, predict the reaction product. The product is: [Br:8][C:9]1[C:14]([CH2:15][CH2:16][CH:17]2[CH2:21][CH2:20][CH2:19][NH:18]2)=[C:13]([C:12]([NH:33][C:34](=[O:39])[C:35]([CH3:37])([CH3:38])[CH3:36])=[CH:11][CH:10]=1)[C:29]([O:31][CH3:32])=[O:30]. (7) Given the reactants [C:1]([NH:6][C:7]1[CH:12]=[CH:11][C:10]([C:13]2[C:17]([CH2:18][N:19]([CH3:31])[CH2:20][CH2:21][N:22](C)[C:23](=O)OC(C)(C)C)=[CH:16][N:15](C3CCCCO3)[N:14]=2)=[CH:9][CH:8]=1)(=[O:5])[C:2]([CH3:4])=[CH2:3], predict the reaction product. The product is: [CH3:31][N:19]([CH2:18][C:17]1[C:13]([C:10]2[CH:9]=[CH:8][C:7]([NH:6][C:1](=[O:5])[C:2]([CH3:4])=[CH2:3])=[CH:12][CH:11]=2)=[N:14][NH:15][CH:16]=1)[CH2:20][CH2:21][NH:22][CH3:23].